This data is from Peptide-MHC class I binding affinity with 185,985 pairs from IEDB/IMGT. The task is: Regression. Given a peptide amino acid sequence and an MHC pseudo amino acid sequence, predict their binding affinity value. This is MHC class I binding data. (1) The peptide sequence is ITVLTSVDI. The MHC is HLA-A02:01 with pseudo-sequence HLA-A02:01. The binding affinity (normalized) is 0.322. (2) The peptide sequence is RLNNPVILSK. The MHC is HLA-A03:01 with pseudo-sequence HLA-A03:01. The binding affinity (normalized) is 0.773. (3) The peptide sequence is NLALETLPAM. The binding affinity (normalized) is 0.118. The MHC is HLA-A01:01 with pseudo-sequence HLA-A01:01. (4) The peptide sequence is SSWNSAHEK. The binding affinity (normalized) is 0.0847. The MHC is HLA-A68:02 with pseudo-sequence HLA-A68:02. (5) The peptide sequence is DVAASSLLY. The MHC is HLA-A02:02 with pseudo-sequence HLA-A02:02. The binding affinity (normalized) is 0.